This data is from Full USPTO retrosynthesis dataset with 1.9M reactions from patents (1976-2016). The task is: Predict the reactants needed to synthesize the given product. (1) The reactants are: [NH:1]=[C:2]([C:10]1[N:11]=[CH:12][N:13]2[C:18](=[O:19])[N:17]([CH3:20])[N:16]=[N:15][C:14]=12)[S:3][CH2:4][C:5](=O)[C:6](O)=[O:7].ClC(OCC(C)C)=O.C([N:31](CC)CC)C.N. Given the product [CH3:20][N:17]1[C:18](=[O:19])[N:13]2[CH:12]=[N:11][C:10]([C:2]3[S:3][CH:4]=[C:5]([C:6]([NH2:31])=[O:7])[N:1]=3)=[C:14]2[N:15]=[N:16]1, predict the reactants needed to synthesize it. (2) Given the product [Cl:25][C:4]1[CH:5]=[C:6]([C:8]2[N:12]3[CH:13]=[C:14]([NH:17][CH:18]4[CH2:23][CH2:22][CH2:21][CH:20]([OH:24])[CH2:19]4)[CH:15]=[CH:16][C:11]3=[N:10][CH:9]=2)[CH:7]=[C:2]([C:28]2[CH:29]=[CH:30][O:26][CH:27]=2)[N:3]=1, predict the reactants needed to synthesize it. The reactants are: Cl[C:2]1[CH:7]=[C:6]([C:8]2[N:12]3[CH:13]=[C:14]([NH:17][CH:18]4[CH2:23][CH2:22][CH2:21][CH:20]([OH:24])[CH2:19]4)[CH:15]=[CH:16][C:11]3=[N:10][CH:9]=2)[CH:5]=[C:4]([Cl:25])[N:3]=1.[O:26]1[CH:30]=[CH:29][C:28](B(O)O)=[CH:27]1. (3) Given the product [CH3:13][CH:12]([O:16][CH:12]([CH2:11][Cl:17])[CH3:13])[CH2:11][Cl:17], predict the reactants needed to synthesize it. The reactants are: C1C(=NC2C=[C:13](Cl)[C:12]([OH:16])=[C:11]([Cl:17])C=2)C=CC(=O)C=1. (4) Given the product [CH2:2]([C:3]1[O:9][C:8]([CH:10]2[CH2:11][CH2:12][NH:13][CH2:14][CH2:15]2)=[N:6][N:7]=1)[CH3:1], predict the reactants needed to synthesize it. The reactants are: [C:1](O)(=O)[CH2:2][CH3:3].[NH:6]([C:8]([CH:10]1[CH2:15][CH2:14][N:13](C(OC(C)(C)C)=O)[CH2:12][CH2:11]1)=[O:9])[NH2:7]. (5) Given the product [Cl:35][C:32]1[CH:33]=[CH:34][C:29]([C:25]2[CH:26]=[CH:27][CH:28]=[C:23]([CH2:22][O:21][C:18]3[CH:17]=[CH:16][C:15]([C@@H:8]([C:9]4[N:10]([CH3:14])[CH:11]=[CH:12][N:13]=4)[CH2:7][C:6]([OH:37])=[O:5])=[CH:20][CH:19]=3)[CH:24]=2)=[C:30]([CH3:36])[CH:31]=1, predict the reactants needed to synthesize it. The reactants are: [OH-].[Na+].C([O:5][C:6](=[O:37])[CH2:7][C@@H:8]([C:15]1[CH:20]=[CH:19][C:18]([O:21][CH2:22][C:23]2[CH:24]=[C:25]([C:29]3[CH:34]=[CH:33][C:32]([Cl:35])=[CH:31][C:30]=3[CH3:36])[CH:26]=[CH:27][CH:28]=2)=[CH:17][CH:16]=1)[C:9]1[N:10]([CH3:14])[CH:11]=[CH:12][N:13]=1)C.Cl.